The task is: Predict the reactants needed to synthesize the given product.. This data is from Full USPTO retrosynthesis dataset with 1.9M reactions from patents (1976-2016). The reactants are: [O:1]1[CH2:5][CH2:4][CH:3]([C:6]([O:8][CH3:9])=[O:7])[CH2:2]1.[Br:10]N1C(=O)CCC1=O.O. Given the product [Br:10][C:3]1([C:6]([O:8][CH3:9])=[O:7])[CH2:4][CH2:5][O:1][CH2:2]1, predict the reactants needed to synthesize it.